Dataset: Full USPTO retrosynthesis dataset with 1.9M reactions from patents (1976-2016). Task: Predict the reactants needed to synthesize the given product. (1) Given the product [CH3:8][C:9]1([CH3:41])[CH2:18][C:17]2[C:12](=[CH:13][CH:14]=[C:15]([C:19]([NH:7][S:4]([CH3:3])(=[O:6])=[O:5])=[O:20])[CH:16]=2)[NH:11][CH:10]1[C:22]1[CH:27]=[CH:26][CH:25]=[C:24]([N:28]2[CH2:29][CH2:30][N:31]([C:34]3[CH:39]=[CH:38][CH:37]=[CH:36][C:35]=3[CH3:40])[CH2:32][CH2:33]2)[CH:23]=1, predict the reactants needed to synthesize it. The reactants are: [H-].[Na+].[CH3:3][S:4]([NH2:7])(=[O:6])=[O:5].[CH3:8][C:9]1([CH3:41])[CH2:18][C:17]2[C:12](=[CH:13][CH:14]=[C:15]([C:19](O)=[O:20])[CH:16]=2)[NH:11][CH:10]1[C:22]1[CH:27]=[CH:26][CH:25]=[C:24]([N:28]2[CH2:33][CH2:32][N:31]([C:34]3[CH:39]=[CH:38][CH:37]=[CH:36][C:35]=3[CH3:40])[CH2:30][CH2:29]2)[CH:23]=1.C(N1C=CN=C1)(N1C=CN=C1)=O. (2) Given the product [ClH:49].[C:32]([NH:31][CH2:30][CH:29]([N:26]1[CH2:27][CH2:28][N:23]([C:21](=[O:22])[CH:20]([NH:19][C:18]([CH:17]2[CH2:16][C:15]3[C:10](=[CH:11][CH:12]=[CH:13][CH:14]=3)[CH2:9][NH:8]2)=[O:50])[CH2:42][C:43]2[CH:48]=[CH:47][C:46]([Cl:49])=[CH:45][CH:44]=2)[CH2:24][CH2:25]1)[C:35]1[CH:40]=[CH:39][CH:38]=[CH:37][C:36]=1[F:41])(=[O:34])[CH3:33], predict the reactants needed to synthesize it. The reactants are: C(OC([N:8]1[CH:17]([C:18](=[O:50])[NH:19][CH:20]([CH2:42][C:43]2[CH:48]=[CH:47][C:46]([Cl:49])=[CH:45][CH:44]=2)[C:21]([N:23]2[CH2:28][CH2:27][N:26]([CH:29]([C:35]3[CH:40]=[CH:39][CH:38]=[CH:37][C:36]=3[F:41])[CH2:30][NH:31][C:32](=[O:34])[CH3:33])[CH2:25][CH2:24]2)=[O:22])[CH2:16][C:15]2[C:10](=[CH:11][CH:12]=[CH:13][CH:14]=2)[CH2:9]1)=O)(C)(C)C.F[P-](F)(F)(F)(F)F.N1(OC(N(C)C)=[N+](C)C)C2N=CC=CC=2N=N1.C(N(CC)C(C)C)(C)C. (3) Given the product [CH:21]([Si:20]([CH:27]([CH3:29])[CH3:28])([CH:24]([CH3:26])[CH3:25])[O:13][C:10]1[CH:9]=[CH:8][C:7]2[C:12](=[C:3]([CH:1]=[CH2:2])[CH:4]=[CH:5][CH:6]=2)[CH:11]=1)([CH3:23])[CH3:22], predict the reactants needed to synthesize it. The reactants are: [CH:1]([C:3]1[CH:4]=[CH:5][CH:6]=[C:7]2[C:12]=1[CH:11]=[C:10]([OH:13])[CH:9]=[CH:8]2)=[CH2:2].N1C=CN=C1.Cl[Si:20]([CH:27]([CH3:29])[CH3:28])([CH:24]([CH3:26])[CH3:25])[CH:21]([CH3:23])[CH3:22].O. (4) Given the product [Cl:12][C:9]1[CH:10]=[CH:11][C:6]([C:2]2[C:3](=[S:4])[NH:5][C:18]3([CH2:23][CH2:22][CH2:21][CH2:20][CH2:19]3)[N:17]=2)=[CH:7][CH:8]=1, predict the reactants needed to synthesize it. The reactants are: O=[C:2]([C:6]1[CH:11]=[CH:10][C:9]([Cl:12])=[CH:8][CH:7]=1)[C:3]([NH2:5])=[S:4].C([O-])(=O)C.[NH4+:17].[C:18]1(=O)[CH2:23][CH2:22][CH2:21][CH2:20][CH2:19]1. (5) Given the product [ClH:25].[NH2:17][C@:12]1([C:10]([NH:9][S:6]([C:3]2([CH2:2][F:1])[CH2:5][CH2:4]2)(=[O:8])=[O:7])=[O:11])[CH2:14][C@H:13]1[CH:15]=[CH2:16], predict the reactants needed to synthesize it. The reactants are: [F:1][CH2:2][C:3]1([S:6]([NH:9][C:10]([C@@:12]2([NH:17]C(=O)OC(C)(C)C)[CH2:14][C@H:13]2[CH:15]=[CH2:16])=[O:11])(=[O:8])=[O:7])[CH2:5][CH2:4]1.[ClH:25]. (6) Given the product [CH2:1]([O:8][C:9](=[O:37])[C@@H:10]([NH:29][C:30]([O:32][C:33]([CH3:36])([CH3:35])[CH3:34])=[O:31])[CH2:11][CH2:12][C:13]1[N:21]([C:22]2[CH:27]=[CH:26][CH:25]=[CH:24][CH:23]=2)[C:16]2[CH:17]=[CH:18][CH:19]=[CH:20][C:15]=2[N:14]=1)[C:2]1[CH:7]=[CH:6][CH:5]=[CH:4][CH:3]=1, predict the reactants needed to synthesize it. The reactants are: [CH2:1]([O:8][C:9](=[O:37])[C@@H:10]([NH:29][C:30]([O:32][C:33]([CH3:36])([CH3:35])[CH3:34])=[O:31])[CH2:11][CH2:12][C:13](=O)[NH:14][C:15]1[CH:20]=[CH:19][CH:18]=[CH:17][C:16]=1[NH:21][C:22]1[CH:27]=[CH:26][CH:25]=[CH:24][CH:23]=1)[C:2]1[CH:7]=[CH:6][CH:5]=[CH:4][CH:3]=1. (7) Given the product [ClH:31].[F:1][C:2]1[CH:19]=[CH:18][C:5]([CH2:6][C:7]2[C:16]3[C:11](=[CH:12][CH:13]=[CH:14][CH:15]=3)[C:10](=[O:17])[NH:9][N:8]=2)=[CH:4][C:3]=1[C:20]([N:22]1[CH2:25][CH:24]([NH:26][CH:27]([CH3:30])[CH2:28][OH:29])[CH2:23]1)=[O:21], predict the reactants needed to synthesize it. The reactants are: [F:1][C:2]1[CH:19]=[CH:18][C:5]([CH2:6][C:7]2[C:16]3[C:11](=[CH:12][CH:13]=[CH:14][CH:15]=3)[C:10](=[O:17])[NH:9][N:8]=2)=[CH:4][C:3]=1[C:20]([N:22]1[CH2:25][CH:24]([NH:26][CH:27]([CH3:30])[CH2:28][OH:29])[CH2:23]1)=[O:21].[ClH:31]. (8) The reactants are: Cl.[CH:2]([S:5]([C:8]1[CH:13]=[CH:12][C:11]([NH:14][C:15](=[O:18])[O:16][CH3:17])=[CH:10][C:9]=1[C@H:19]1[CH2:23][CH2:22][CH2:21][NH:20]1)(=[O:7])=[O:6])([CH3:4])C.NC1C=CC(S(CC)(=O)=O)=C([C@H]2[C@H]([C:36]([O:38][CH2:39][CH3:40])=[O:37])CCN2[C:36]([O:38][C:39](C)(C)[CH3:40])=[O:37])C=1.[Cl:53]C(OC)=O. Given the product [ClH:53].[CH2:2]([S:5]([C:8]1[CH:13]=[CH:12][C:11]([NH:14][C:15]([O:16][CH3:17])=[O:18])=[CH:10][C:9]=1[C@H:19]1[C@H:23]([C:36]([O:38][CH2:39][CH3:40])=[O:37])[CH2:22][CH2:21][NH:20]1)(=[O:7])=[O:6])[CH3:4], predict the reactants needed to synthesize it.